Dataset: Full USPTO retrosynthesis dataset with 1.9M reactions from patents (1976-2016). Task: Predict the reactants needed to synthesize the given product. (1) Given the product [Cl:1][C:2]1[CH:3]=[N+:4]([O-:10])[CH:5]=[C:6]([Cl:9])[C:7]=1[SH:12], predict the reactants needed to synthesize it. The reactants are: [Cl:1][C:2]1[CH:3]=[N+:4]([O-:10])[CH:5]=[C:6]([Cl:9])[C:7]=1Cl.O.[SH-:12].[Na+]. (2) Given the product [S:23]1[C:18]2[CH:19]=[CH:20][CH:21]=[CH:22][C:17]=2[N:16]=[C:10]1[C:9]1[CH:12]=[C:13]([OH:15])[CH:14]=[C:7]([OH:6])[CH:8]=1, predict the reactants needed to synthesize it. The reactants are: C([O-])(=O)C.[Na+].[OH:6][C:7]1[CH:8]=[C:9]([CH:12]=[C:13]([OH:15])[CH:14]=1)[CH:10]=O.[NH2:16][C:17]1[CH:22]=[CH:21][CH:20]=[CH:19][C:18]=1[SH:23]. (3) Given the product [Cl:1][C:2]1[CH:16]=[CH:15][C:5]([CH2:6][NH:7][C:8]([C@@H:79]2[CH2:80][CH2:81][CH2:82][O:78]2)=[O:14])=[C:4]([F:17])[C:3]=1[C:18](=[O:41])[NH:19][C:20]1[CH:21]=[CH:22][CH:23]=[C:24]2[C:29]=1[N:28]=[CH:27][N:26]=[C:25]2[NH:30][C:31]1[CH:36]=[CH:35][CH:34]=[C:33]([C:37]([F:38])([F:40])[F:39])[CH:32]=1, predict the reactants needed to synthesize it. The reactants are: [Cl:1][C:2]1[CH:16]=[CH:15][C:5]([CH2:6][NH:7][C:8](=[O:14])OC(C)(C)C)=[C:4]([F:17])[C:3]=1[C:18](=[O:41])[NH:19][C:20]1[CH:21]=[CH:22][CH:23]=[C:24]2[C:29]=1[N:28]=[CH:27][N:26]=[C:25]2[NH:30][C:31]1[CH:36]=[CH:35][CH:34]=[C:33]([C:37]([F:40])([F:39])[F:38])[CH:32]=1.CCN(C(C)C)C(C)C.F[P-](F)(F)(F)(F)F.N1(O[P+](N(C)C)(N(C)C)N(C)C)C2C=CC=CC=2N=N1.[O:78]1[CH2:82][CH2:81][CH2:80][C@H:79]1C(O)=O. (4) Given the product [CH2:29]([O:28][C:16]1[CH:15]=[C:14]([C:39](=[O:40])[CH2:2][C:1]#[N:3])[CH:19]=[C:18]([O:20][CH2:21][C:22]2[CH:27]=[CH:26][CH:25]=[CH:24][CH:23]=2)[CH:17]=1)[C:30]1[CH:31]=[CH:32][CH:33]=[CH:34][CH:35]=1, predict the reactants needed to synthesize it. The reactants are: [C:1](#[N:3])[CH3:2].C([Li])CCC.C(OC(=O)C[C:14]1[CH:19]=[C:18]([O:20][CH2:21][C:22]2[CH:27]=[CH:26][CH:25]=[CH:24][CH:23]=2)[CH:17]=[C:16]([O:28][CH2:29][C:30]2[CH:35]=[CH:34][CH:33]=[CH:32][CH:31]=2)[CH:15]=1)C.C1C[O:40][CH2:39]C1.